From a dataset of Catalyst prediction with 721,799 reactions and 888 catalyst types from USPTO. Predict which catalyst facilitates the given reaction. (1) The catalyst class is: 341. Reactant: [Cl:1][C:2]1[CH:3]=[CH:4][C:5]([N:28]2[CH:32]=[N:31][N:30]=[N:29]2)=[C:6]([CH:27]=1)[CH2:7][NH:8][C:9]([C@H:11]1[N:15]([C:16](=[O:26])[C@@H:17]([C:19]2[CH:24]=[CH:23][C:22]([F:25])=[CH:21][CH:20]=2)[OH:18])[N:14]=[CH:13][CH2:12]1)=[O:10].[C:33](O[C:33](=[O:36])[CH2:34][CH3:35])(=[O:36])[CH2:34][CH3:35]. Product: [C:33]([O:18][C@H:17]([C:19]1[CH:20]=[CH:21][C:22]([F:25])=[CH:23][CH:24]=1)[C:16]([N:15]1[C@H:11]([C:9](=[O:10])[NH:8][CH2:7][C:6]2[CH:27]=[C:2]([Cl:1])[CH:3]=[CH:4][C:5]=2[N:28]2[CH:32]=[N:31][N:30]=[N:29]2)[CH2:12][CH:13]=[N:14]1)=[O:26])(=[O:36])[CH2:34][CH3:35]. (2) Product: [F:25][C:26]([F:35])([F:36])[C:27]1[CH:34]=[CH:33][CH:32]=[CH:31][C:28]=1[CH2:29][O:1][C:2]1[CH:3]=[CH:4][C:5]2[O:24][CH2:23][C:8]3([CH2:13][CH2:12][N:11]([CH2:14][CH2:15][C:16]([O:18][C:19]([CH3:20])([CH3:21])[CH3:22])=[O:17])[CH2:10][CH2:9]3)[C:6]=2[CH:7]=1. Reactant: [OH:1][C:2]1[CH:3]=[CH:4][C:5]2[O:24][CH2:23][C:8]3([CH2:13][CH2:12][N:11]([CH2:14][CH2:15][C:16]([O:18][C:19]([CH3:22])([CH3:21])[CH3:20])=[O:17])[CH2:10][CH2:9]3)[C:6]=2[CH:7]=1.[F:25][C:26]([F:36])([F:35])[C:27]1[CH:34]=[CH:33][CH:32]=[CH:31][C:28]=1[CH2:29]O.CC(OC(/N=N/C(OC(C)C)=O)=O)C.C1(P(C2C=CC=CC=2)C2C=CC=CC=2)C=CC=CC=1. The catalyst class is: 1. (3) Reactant: [F:1][C:2]1[C:3]([NH:16][C:17]2[CH:22]=[CH:21][C:20]([I:23])=[CH:19][C:18]=2[F:24])=[C:4]([C:9]([N:11]2[CH2:14][CH:13]([NH2:15])[CH2:12]2)=[O:10])[CH:5]=[CH:6][C:7]=1[F:8].CO.C=O.[C:29]([BH3-])#N.[Na+]. Product: [F:1][C:2]1[C:3]([NH:16][C:17]2[CH:22]=[CH:21][C:20]([I:23])=[CH:19][C:18]=2[F:24])=[C:4]([C:9]([N:11]2[CH2:14][CH:13]([NH:15][CH3:29])[CH2:12]2)=[O:10])[CH:5]=[CH:6][C:7]=1[F:8]. The catalyst class is: 7.